Task: Predict the product of the given reaction.. Dataset: Forward reaction prediction with 1.9M reactions from USPTO patents (1976-2016) The product is: [CH:44]1([C:45]([NH:1][C:2]2[C:10]([O:11][CH3:12])=[C:9]3[C:5]([C:6]4[CH:16]=[C:15]([CH3:17])[CH:14]=[N:13][C:7]=4[NH:8]3)=[C:4]([C:18]3[CH:19]=[C:20]([CH:27]=[CH:28][CH:29]=3)[C:21]([NH:23][CH:24]3[CH2:26][CH2:25]3)=[O:22])[CH:3]=2)=[O:46])[CH2:40][CH2:41]1. Given the reactants [NH2:1][C:2]1[C:10]([O:11][CH3:12])=[C:9]2[C:5]([C:6]3[CH:16]=[C:15]([CH3:17])[CH:14]=[N:13][C:7]=3[NH:8]2)=[C:4]([C:18]2[CH:19]=[C:20]([CH:27]=[CH:28][CH:29]=2)[C:21]([NH:23][CH:24]2[CH2:26][CH2:25]2)=[O:22])[CH:3]=1.CN(C)CCC(NC1[C:45]([O:46]C)=[C:44]2[C:40]([C:41]3C=C(C)C=NC=3N2)=C(C2C=CC=C(S(CC)(=O)=O)C=2)C=1)=O, predict the reaction product.